From a dataset of Catalyst prediction with 721,799 reactions and 888 catalyst types from USPTO. Predict which catalyst facilitates the given reaction. (1) Reactant: [OH:1][CH:2]([C:4]1[N:9]=[C:8]([NH:10]C(=O)C(C)(C)C)[CH:7]=[CH:6][CH:5]=1)C.Cl. Product: [NH2:10][C:8]1[N:9]=[C:4]([CH2:2][OH:1])[CH:5]=[CH:6][CH:7]=1. The catalyst class is: 12. (2) Reactant: C[O:2][C:3](=[O:35])[C:4]1[CH:9]=[CH:8][C:7]([O:10][CH2:11][CH:12]([C:19]2[N:20]([C:28]3[CH:33]=[CH:32][C:31]([Cl:34])=[CH:30][CH:29]=3)[N:21]=[C:22]3[C:27]=2[CH:26]=[CH:25][CH:24]=[CH:23]3)[CH:13]2[CH2:18][CH2:17][CH2:16][CH2:15][CH2:14]2)=[N:6][CH:5]=1.[OH-].[Li+]. The catalyst class is: 36. Product: [Cl:34][C:31]1[CH:32]=[CH:33][C:28]([N:20]2[C:19]([CH:12]([CH:13]3[CH2:18][CH2:17][CH2:16][CH2:15][CH2:14]3)[CH2:11][O:10][C:7]3[CH:8]=[CH:9][C:4]([C:3]([OH:35])=[O:2])=[CH:5][N:6]=3)=[C:27]3[C:22]([CH:23]=[CH:24][CH:25]=[CH:26]3)=[N:21]2)=[CH:29][CH:30]=1. (3) Reactant: Cl.[CH3:2][O:3][C:4](=[O:24])[CH:5]([NH:8][C:9](=[O:23])[CH:10]([CH2:18][S:19][C:20](=[O:22])[CH3:21])[CH2:11][C:12]1[CH:17]=[CH:16][CH:15]=[CH:14][CH:13]=1)[CH2:6][NH2:7].[C:25]([O:29][C:30]([NH:32][CH:33]([C:39]([N:41]1[CH2:45][CH2:44][CH2:43][CH:42]1[C:46]#[N:47])=[O:40])[CH2:34][CH2:35][C:36](O)=[O:37])=[O:31])([CH3:28])([CH3:27])[CH3:26].CN1CCOCC1.Cl.CN(C)CCCN=C=NCC.OC1C2N=NNC=2C=CC=1. Product: [CH3:2][O:3][C:4](=[O:24])[CH:5]([NH:8][C:9](=[O:23])[CH:10]([CH2:18][S:19][C:20](=[O:22])[CH3:21])[CH2:11][C:12]1[CH:17]=[CH:16][CH:15]=[CH:14][CH:13]=1)[CH2:6][NH:7][C:36](=[O:37])[CH2:35][CH2:34][CH:33]([NH:32][C:30]([O:29][C:25]([CH3:27])([CH3:26])[CH3:28])=[O:31])[C:39]([N:41]1[CH2:45][CH2:44][CH2:43][CH:42]1[C:46]#[N:47])=[O:40]. The catalyst class is: 4. (4) The catalyst class is: 4. Product: [Br:1][C:2]1[CH:10]=[CH:9][C:5]([C:6]([NH:15][CH2:17][CH3:19])=[O:8])=[CH:4][C:3]=1[O:11][CH2:12][CH3:13]. Reactant: [Br:1][C:2]1[CH:10]=[CH:9][C:5]([C:6]([OH:8])=O)=[CH:4][C:3]=1[O:11][CH2:12][CH3:13].C[N:15]([CH:17]=O)C.[C:19](Cl)(=O)C(Cl)=O. (5) Product: [N:2]1([C:29]([O:28][C:24]([CH3:27])([CH3:26])[CH3:25])=[O:30])[CH2:7][CH2:6][C:5]2([C:16]3[C:11](=[CH:12][CH:13]=[CH:14][CH:15]=3)[CH2:10][CH2:9][CH2:8]2)[CH2:4][CH2:3]1. Reactant: Cl.[NH:2]1[CH2:7][CH2:6][C:5]2([C:16]3[C:11](=[CH:12][CH:13]=[CH:14][CH:15]=3)[CH2:10][CH2:9][CH2:8]2)[CH2:4][CH2:3]1.CCN(CC)CC.[C:24]([O:28][C:29](O[C:29]([O:28][C:24]([CH3:27])([CH3:26])[CH3:25])=[O:30])=[O:30])([CH3:27])([CH3:26])[CH3:25]. The catalyst class is: 4.